From a dataset of NCI-60 drug combinations with 297,098 pairs across 59 cell lines. Regression. Given two drug SMILES strings and cell line genomic features, predict the synergy score measuring deviation from expected non-interaction effect. (1) Drug 1: C1=CC(=CC=C1C#N)C(C2=CC=C(C=C2)C#N)N3C=NC=N3. Drug 2: C(CCl)NC(=O)N(CCCl)N=O. Cell line: MALME-3M. Synergy scores: CSS=8.12, Synergy_ZIP=-3.04, Synergy_Bliss=1.67, Synergy_Loewe=-2.29, Synergy_HSA=-1.74. (2) Drug 1: C1CN(CCN1C(=O)CCBr)C(=O)CCBr. Drug 2: CC1C(C(CC(O1)OC2CC(CC3=C2C(=C4C(=C3O)C(=O)C5=CC=CC=C5C4=O)O)(C(=O)C)O)N)O. Cell line: U251. Synergy scores: CSS=42.4, Synergy_ZIP=-7.10, Synergy_Bliss=-5.82, Synergy_Loewe=-1.75, Synergy_HSA=-0.702. (3) Drug 1: C1=CC(=CC=C1CCCC(=O)O)N(CCCl)CCCl. Drug 2: CC1=CC=C(C=C1)C2=CC(=NN2C3=CC=C(C=C3)S(=O)(=O)N)C(F)(F)F. Cell line: NCI-H522. Synergy scores: CSS=19.8, Synergy_ZIP=-9.56, Synergy_Bliss=-7.46, Synergy_Loewe=-3.14, Synergy_HSA=-2.63. (4) Drug 1: C1=C(C(=O)NC(=O)N1)F. Drug 2: CC1=C(N=C(N=C1N)C(CC(=O)N)NCC(C(=O)N)N)C(=O)NC(C(C2=CN=CN2)OC3C(C(C(C(O3)CO)O)O)OC4C(C(C(C(O4)CO)O)OC(=O)N)O)C(=O)NC(C)C(C(C)C(=O)NC(C(C)O)C(=O)NCCC5=NC(=CS5)C6=NC(=CS6)C(=O)NCCC[S+](C)C)O. Cell line: HL-60(TB). Synergy scores: CSS=26.2, Synergy_ZIP=2.97, Synergy_Bliss=3.17, Synergy_Loewe=0.806, Synergy_HSA=0.921. (5) Drug 1: C1=CC(=CC=C1CC(C(=O)O)N)N(CCCl)CCCl.Cl. Drug 2: C1=CC=C(C(=C1)C(C2=CC=C(C=C2)Cl)C(Cl)Cl)Cl. Cell line: A549. Synergy scores: CSS=32.0, Synergy_ZIP=-7.00, Synergy_Bliss=3.80, Synergy_Loewe=-7.30, Synergy_HSA=2.26. (6) Drug 1: C1=CC=C(C=C1)NC(=O)CCCCCCC(=O)NO. Cell line: ACHN. Drug 2: CC12CCC3C(C1CCC2O)C(CC4=C3C=CC(=C4)O)CCCCCCCCCS(=O)CCCC(C(F)(F)F)(F)F. Synergy scores: CSS=-0.516, Synergy_ZIP=0.357, Synergy_Bliss=-0.918, Synergy_Loewe=-4.19, Synergy_HSA=-3.01.